Dataset: Full USPTO retrosynthesis dataset with 1.9M reactions from patents (1976-2016). Task: Predict the reactants needed to synthesize the given product. (1) Given the product [CH3:1][C:2]1[C:10]2[N:9]=[CH:8][N:7]([CH2:12][C:13]([NH:15][C:16]3[CH:21]=[CH:20][CH:19]=[C:18]([C:22]([F:23])([F:24])[F:25])[CH:17]=3)=[O:14])[C:6]=2[CH:5]=[CH:4][CH:3]=1, predict the reactants needed to synthesize it. The reactants are: [CH3:1][C:2]1[C:10]2[N:9]=[CH:8][NH:7][C:6]=2[CH:5]=[CH:4][CH:3]=1.Br[CH2:12][C:13]([NH:15][C:16]1[CH:21]=[CH:20][CH:19]=[C:18]([C:22]([F:25])([F:24])[F:23])[CH:17]=1)=[O:14]. (2) Given the product [C:7]1([C@@H:13]([NH:16][C:17]([C:19]2[C:28]3[C:23](=[CH:24][CH:25]=[CH:26][CH:27]=3)[C:22](=[O:29])[N:21]([C:30]3[CH:35]=[CH:34][CH:33]=[CH:32][CH:31]=3)[C:20]=2[CH2:36][N:1]2[CH2:5][CH2:4][CH2:3][C:2]2=[O:6])=[O:18])[CH2:14][CH3:15])[CH:12]=[CH:11][CH:10]=[CH:9][CH:8]=1, predict the reactants needed to synthesize it. The reactants are: [NH:1]1[CH2:5][CH2:4][CH2:3][C:2]1=[O:6].[C:7]1([C@@H:13]([NH:16][C:17]([C:19]2[C:28]3[C:23](=[CH:24][CH:25]=[CH:26][CH:27]=3)[C:22](=[O:29])[N:21]([C:30]3[CH:35]=[CH:34][CH:33]=[CH:32][CH:31]=3)[C:20]=2[CH2:36]Br)=[O:18])[CH2:14][CH3:15])[CH:12]=[CH:11][CH:10]=[CH:9][CH:8]=1.C(O)(=O)C. (3) Given the product [CH2:8]([N:15]1[C@@H:20]2[C@H:21]([C:23]([N:51]3[CH2:56][CH2:55][CH2:54][CH2:53][CH2:52]3)=[O:25])[CH2:22][C@@:16]1([C:42]1[CH:47]=[CH:46][CH:45]=[CH:44][CH:43]=1)[C@H:17]([O:26][CH2:27][C:28]1[CH:33]=[C:32]([C:34]([F:36])([F:35])[F:37])[CH:31]=[C:30]([C:38]([F:41])([F:40])[F:39])[CH:29]=1)[CH2:18][CH2:19]2)[C:9]1[CH:10]=[CH:11][CH:12]=[CH:13][CH:14]=1, predict the reactants needed to synthesize it. The reactants are: FC(F)(F)C(O)=O.[CH2:8]([N:15]1[C@@H:20]2[C@H:21]([C:23]([OH:25])=O)[CH2:22][C@@:16]1([C:42]1[CH:47]=[CH:46][CH:45]=[CH:44][CH:43]=1)[C@H:17]([O:26][CH2:27][C:28]1[CH:33]=[C:32]([C:34]([F:37])([F:36])[F:35])[CH:31]=[C:30]([C:38]([F:41])([F:40])[F:39])[CH:29]=1)[CH2:18][CH2:19]2)[C:9]1[CH:14]=[CH:13][CH:12]=[CH:11][CH:10]=1.ClCCl.[NH:51]1[CH2:56][CH2:55][CH2:54][CH2:53][CH2:52]1.C(N(CC)CC)C.Cl.CN(C)CCCN=C=NCC. (4) Given the product [C:11]([O:10][C:8]([N:5]1[CH2:4][CH2:3][CH:2]([NH:1][C:16]2[CH:21]=[CH:20][CH:19]=[CH:18][N:17]=2)[CH2:7][CH2:6]1)=[O:9])([CH3:14])([CH3:13])[CH3:12], predict the reactants needed to synthesize it. The reactants are: [NH2:1][CH:2]1[CH2:7][CH2:6][N:5]([C:8]([O:10][C:11]([CH3:14])([CH3:13])[CH3:12])=[O:9])[CH2:4][CH2:3]1.Br[C:16]1[CH:21]=[CH:20][CH:19]=[CH:18][N:17]=1.CC([O-])(C)C.[Na+].C1(P(C2CCCCC2)C2C=CC=CC=2C2C=CC=CC=2N(C)C)CCCCC1. (5) Given the product [CH2:2]([O:9][C:10]([C@H:11]1[CH2:15][CH2:14][CH2:13][N:12]1[C:22]([C:21]1[O:17][C:18]([C:25]([N:12]2[CH2:13][CH2:14][CH2:15][C@@H:11]2[C:10]([O:9][CH2:2][C:3]2[CH:8]=[CH:7][CH:6]=[CH:5][CH:4]=2)=[O:16])=[O:27])=[CH:19][CH:20]=1)=[O:24])=[O:16])[C:3]1[CH:4]=[CH:5][CH:6]=[CH:7][CH:8]=1, predict the reactants needed to synthesize it. The reactants are: Cl.[CH2:2]([O:9][C:10](=[O:16])[C@H:11]1[CH2:15][CH2:14][CH2:13][NH:12]1)[C:3]1[CH:8]=[CH:7][CH:6]=[CH:5][CH:4]=1.[O:17]1[C:21]([C:22]([OH:24])=O)=[CH:20][CH:19]=[C:18]1[C:25]([OH:27])=O. (6) Given the product [OH:8][N:9]1[C:15](=[O:16])[N:14]2[CH2:17][C@H:10]1[CH2:11][CH2:12][C@H:13]2[C:18]([NH:20][O:21][CH2:22][CH:23]1[CH2:28][CH2:27][CH2:26][N:25]([C:29]([O:31][C:32]([CH3:35])([CH3:34])[CH3:33])=[O:30])[CH2:24]1)=[O:19], predict the reactants needed to synthesize it. The reactants are: C([O:8][N:9]1[C:15](=[O:16])[N:14]2[CH2:17][C@H:10]1[CH2:11][CH2:12][C@H:13]2[C:18]([NH:20][O:21][CH2:22][CH:23]1[CH2:28][CH2:27][CH2:26][N:25]([C:29]([O:31][C:32]([CH3:35])([CH3:34])[CH3:33])=[O:30])[CH2:24]1)=[O:19])C1C=CC=CC=1. (7) Given the product [F:1][C:2]1[CH:3]=[CH:4][C:5]([CH:8]2[N:12]([S:13]([C:16]3[CH:17]=[CH:18][C:19]([CH3:22])=[CH:20][CH:21]=3)(=[O:15])=[O:14])[CH:11]([CH:23]=[O:24])[CH2:10][CH2:9]2)=[CH:6][CH:7]=1, predict the reactants needed to synthesize it. The reactants are: [F:1][C:2]1[CH:7]=[CH:6][C:5]([CH:8]2[N:12]([S:13]([C:16]3[CH:21]=[CH:20][C:19]([CH3:22])=[CH:18][CH:17]=3)(=[O:15])=[O:14])[CH:11]([CH2:23][OH:24])[CH2:10][CH2:9]2)=[CH:4][CH:3]=1.C(N(CC)CC)C.